From a dataset of Forward reaction prediction with 1.9M reactions from USPTO patents (1976-2016). Predict the product of the given reaction. (1) Given the reactants [CH3:1][C:2]([NH2:6])([CH3:5])[CH2:3][NH2:4].Cl[C:8]1[CH:13]=[C:12]([C:14]2[CH:19]=[CH:18][CH:17]=[C:16]([CH3:20])[C:15]=2[CH3:21])[N:11]=[C:10]([NH2:22])[N:9]=1, predict the reaction product. The product is: [NH2:6][C:2]([CH3:5])([CH3:1])[CH2:3][NH:4][C:8]1[CH:13]=[C:12]([C:14]2[CH:19]=[CH:18][CH:17]=[C:16]([CH3:20])[C:15]=2[CH3:21])[N:11]=[C:10]([NH2:22])[N:9]=1. (2) The product is: [N:23]1([C:26]([O:1][C@H:2]2[CH2:6][CH2:5][N:4]([C:7]([O:9][C:10]([CH3:13])([CH3:12])[CH3:11])=[O:8])[CH2:3]2)=[O:27])[CH:22]=[CH:21][N:25]=[CH:24]1. Given the reactants [OH:1][C@H:2]1[CH2:6][CH2:5][N:4]([C:7]([O:9][C:10]([CH3:13])([CH3:12])[CH3:11])=[O:8])[CH2:3]1.C(N(CC)CC)C.[CH:21]1[N:25]=[CH:24][N:23]([C:26](N2C=NC=C2)=[O:27])[CH:22]=1, predict the reaction product. (3) Given the reactants Cl.Cl.[O:3]1[C:12]2[C:7](=[CH:8][CH:9]=[CH:10][CH:11]=2)[C@H:6]([NH:13][C:14]([C@@H:16]2[CH2:21][N:20]3[CH2:22][C@@:23]([OH:26])([CH3:25])[CH2:24][C@@H:19]3[CH2:18][NH:17]2)=[O:15])[CH2:5][CH2:4]1.C(N(C(C)C)C(C)C)C.[CH2:36]([O:43][C:44]([NH:46][C@@H:47]([CH:51]1[CH2:56][CH2:55][C:54]([F:58])([F:57])[CH2:53][CH2:52]1)[C:48](O)=[O:49])=[O:45])[C:37]1[CH:42]=[CH:41][CH:40]=[CH:39][CH:38]=1.F[P-](F)(F)(F)(F)F.N1(OC(N(C)C)=[N+](C)C)C2N=CC=CC=2N=N1, predict the reaction product. The product is: [CH2:36]([O:43][C:44](=[O:45])[NH:46][C@@H:47]([CH:51]1[CH2:52][CH2:53][C:54]([F:58])([F:57])[CH2:55][CH2:56]1)[C:48]([N:17]1[C@H:16]([C:14](=[O:15])[NH:13][C@H:6]2[C:7]3[C:12](=[CH:11][CH:10]=[CH:9][CH:8]=3)[O:3][CH2:4][CH2:5]2)[CH2:21][N:20]2[CH2:22][C@@:23]([OH:26])([CH3:25])[CH2:24][C@@H:19]2[CH2:18]1)=[O:49])[C:37]1[CH:38]=[CH:39][CH:40]=[CH:41][CH:42]=1. (4) Given the reactants C(OC([N:8]1[CH2:13][CH2:12][CH:11]([O:14][N:15]2[C:23](=[O:24])[C:22]3[C:17](=[CH:18][CH:19]=[CH:20][CH:21]=3)[C:16]2=[O:25])[CH2:10][CH2:9]1)=O)(C)(C)C.C(O)(C)C.Cl, predict the reaction product. The product is: [NH:8]1[CH2:13][CH2:12][CH:11]([O:14][N:15]2[C:16](=[O:25])[C:17]3[C:22](=[CH:21][CH:20]=[CH:19][CH:18]=3)[C:23]2=[O:24])[CH2:10][CH2:9]1. (5) Given the reactants C(OC([CH:11]([NH2:27])[CH2:12][C:13]1[NH:14][C:15](=[O:26])[C:16]2[C:21]([CH3:22])=[C:20]([C:23]([OH:25])=[O:24])[S:19][C:17]=2[N:18]=1)=O)C1C=CC=CC=1.[BrH:28], predict the reaction product. The product is: [BrH:28].[NH2:27][CH2:11][CH2:12][C:13]1[NH:14][C:15](=[O:26])[C:16]2[C:21]([CH3:22])=[C:20]([C:23]([OH:25])=[O:24])[S:19][C:17]=2[N:18]=1. (6) Given the reactants [OH:1][N:2]1[NH:6][N:5]=[CH:4][N:3]1[C:7]1[CH:12]=[CH:11][C:10]([O:13]CC2C=CC=CC=2)=[CH:9][CH:8]=1, predict the reaction product. The product is: [OH:1][N:2]1[NH:6][N:5]=[CH:4][N:3]1[C:7]1[CH:8]=[CH:9][C:10]([OH:13])=[CH:11][CH:12]=1. (7) Given the reactants [C:1]([C:3]1[CH:4]=[C:5]2[C:10](=[CH:11][C:12]=1[O:13][CH3:14])[N:9]=[CH:8][CH:7]=[C:6]2[O:15][C:16]1[CH:21]=[CH:20][C:19]([CH2:22][C:23](O)=[O:24])=[CH:18][CH:17]=1)#[N:2].C(OC([N:33]([CH2:37][C:38]1[CH:39]=[C:40]([CH:42]=[C:43]([CH3:45])[CH:44]=1)[NH2:41])[CH:34]1[CH2:36][CH2:35]1)=O)(C)(C)C.FC(F)(F)C(O)=O, predict the reaction product. The product is: [CH:34]1([NH:33][CH2:37][C:38]2[CH:39]=[C:40]([NH:41][C:23](=[O:24])[CH2:22][C:19]3[CH:18]=[CH:17][C:16]([O:15][C:6]4[C:5]5[C:10](=[CH:11][C:12]([O:13][CH3:14])=[C:3]([C:1]#[N:2])[CH:4]=5)[N:9]=[CH:8][CH:7]=4)=[CH:21][CH:20]=3)[CH:42]=[C:43]([CH3:45])[CH:44]=2)[CH2:36][CH2:35]1. (8) Given the reactants [CH3:1][O:2][C:3]([C:5]1[CH:14]=[C:13](Cl)[C:12]2[C:7](=[C:8]([O:16][CH3:17])[CH:9]=[CH:10][CH:11]=2)[N:6]=1)=[O:4].COC1C=CC(B(O)O)=CC=1.[Cl:29][C:30]1[CH:35]=[CH:34][C:33](B(O)O)=[CH:32][CH:31]=1, predict the reaction product. The product is: [CH3:17][O:16][C:8]1[CH:9]=[CH:10][CH:11]=[C:12]2[C:7]=1[N:6]=[C:5]([C:3]([O:2][CH3:1])=[O:4])[CH:14]=[C:13]2[C:33]1[CH:34]=[CH:35][C:30]([Cl:29])=[CH:31][CH:32]=1.